This data is from Reaction yield outcomes from USPTO patents with 853,638 reactions. The task is: Predict the reaction yield, written as a fraction of the theoretical maximum amount of product (1.0 means a 100% yield; for example, 0.34 means a 34% yield). (1) The reactants are [Cl:1][C:2]1[CH:3]=[CH:4][C:5]([OH:12])=[C:6]([NH:8][C:9]([NH2:11])=[O:10])[CH:7]=1.C(=O)([O-])[O-].[Cs+].[Cs+].[CH2:19]([CH:21]1[O:23][CH2:22]1)Br. The catalyst is CN(C=O)C. The product is [Cl:1][C:2]1[CH:3]=[CH:4][C:5]([O:12][CH2:19][CH:21]2[CH2:22][O:23]2)=[C:6]([NH:8][C:9]([NH2:11])=[O:10])[CH:7]=1. The yield is 0.265. (2) The reactants are [Br:1][C:2]1[CH:7]=[C:6]([N+:8]([O-:10])=[O:9])[C:5]([NH:11]C(=O)C(F)(F)F)=[C:4]([CH:18]2[CH2:22][CH2:21][CH2:20][O:19]2)[C:3]=1[F:23].O1CCOCC1.S(=O)(=O)(O)O.C([O-])(O)=O.[Na+]. The catalyst is CCOC(C)=O. The product is [Br:1][C:2]1[CH:7]=[C:6]([N+:8]([O-:10])=[O:9])[C:5]([NH2:11])=[C:4]([CH:18]2[CH2:22][CH2:21][CH2:20][O:19]2)[C:3]=1[F:23]. The yield is 0.940. (3) The reactants are [N:1]1[CH:6]=[CH:5][CH:4]=[C:3]([NH:7][C:8](=[O:15])OCC(Cl)(Cl)Cl)[CH:2]=1.Cl.Cl.[F:18][C:19]1[CH:24]=[CH:23][CH:22]=[CH:21][C:20]=1[C:25]1[CH:30]=[CH:29][N:28]=[C:27]([N:31]2[CH2:36][CH2:35][NH:34][CH2:33][CH2:32]2)[N:26]=1. The catalyst is O1CCCC1.CCCCCC. The product is [F:18][C:19]1[CH:24]=[CH:23][CH:22]=[CH:21][C:20]=1[C:25]1[CH:30]=[CH:29][N:28]=[C:27]([N:31]2[CH2:32][CH2:33][N:34]([C:8]([NH:7][C:3]3[CH:2]=[N:1][CH:6]=[CH:5][CH:4]=3)=[O:15])[CH2:35][CH2:36]2)[N:26]=1. The yield is 0.590. (4) The reactants are [Br:1][C:2]1[CH:18]=[C:17](/[CH:19]=[CH:20]/[CH:21]([C:26]2[CH:31]=[C:30]([Cl:32])[C:29]([Cl:33])=[C:28]([Cl:34])[CH:27]=2)[C:22]([F:25])([F:24])[F:23])[CH:16]=[CH:15][C:3]=1[C:4]([NH:6][CH2:7][C:8]([O:10]C(C)(C)C)=[O:9])=[O:5].C(O)(C(F)(F)F)=O. The catalyst is C(Cl)Cl. The product is [Br:1][C:2]1[CH:18]=[C:17](/[CH:19]=[CH:20]/[CH:21]([C:26]2[CH:31]=[C:30]([Cl:32])[C:29]([Cl:33])=[C:28]([Cl:34])[CH:27]=2)[C:22]([F:24])([F:25])[F:23])[CH:16]=[CH:15][C:3]=1[C:4]([NH:6][CH2:7][C:8]([OH:10])=[O:9])=[O:5]. The yield is 0.780. (5) The reactants are [F:1][C:2]1[CH:19]=[CH:18][C:5]([C:6]([C:8]2[CH:15]=[CH:14][C:11]([C:12]#[N:13])=[CH:10][C:9]=2[CH2:16][OH:17])=[O:7])=[CH:4][CH:3]=1.N#N.C(OC(B)OC(C)C)(C)C. The catalyst is C1(C)C=CC=CC=1. The product is [F:1][C:2]1[CH:3]=[CH:4][C:5]([CH:6]([OH:7])[C:8]2[CH:15]=[CH:14][C:11]([C:12]#[N:13])=[CH:10][C:9]=2[CH2:16][OH:17])=[CH:18][CH:19]=1. The yield is 0.100. (6) The reactants are [C:1]1([CH:7]=[CH:8][C:9]([C:11]2[CH:16]=[CH:15][CH:14]=[CH:13][CH:12]=2)=[O:10])[CH:6]=[CH:5][CH:4]=[CH:3][CH:2]=1.C(NCC)C.[N+:22]([CH3:25])([O-:24])=[O:23].Cl.CC[OH:29]. No catalyst specified. The product is [OH:29][C:14]1[CH:15]=[CH:16][C:11]([C:9](=[O:10])[CH2:8][CH:7]([C:1]2[CH:2]=[CH:3][CH:4]=[CH:5][CH:6]=2)[CH2:25][N+:22]([O-:24])=[O:23])=[CH:12][CH:13]=1. The yield is 0.730. (7) The reactants are I[C:2]1[CH:7]=[CH:6][C:5]([S:8]([NH:11][C:12]2[S:13][CH:14]=[CH:15][N:16]=2)(=[O:10])=[O:9])=[CH:4][CH:3]=1.[CH2:17]1[C:25]2[C:20](=[CH:21][CH:22]=[CH:23][CH:24]=2)[CH2:19][CH:18]1[N:26]1[CH2:30][CH2:29][NH:28][C:27]1=[O:31].C(=O)([O-])[O-].[K+].[K+]. The catalyst is [Cu]I.CN1C(=O)CCC1. The product is [CH2:19]1[C:20]2[C:25](=[CH:24][CH:23]=[CH:22][CH:21]=2)[CH2:17][CH:18]1[N:26]1[CH2:30][CH2:29][N:28]([C:2]2[CH:7]=[CH:6][C:5]([S:8]([NH:11][C:12]3[S:13][CH:14]=[CH:15][N:16]=3)(=[O:10])=[O:9])=[CH:4][CH:3]=2)[C:27]1=[O:31]. The yield is 0.100.